Predict the reactants needed to synthesize the given product. From a dataset of Full USPTO retrosynthesis dataset with 1.9M reactions from patents (1976-2016). (1) Given the product [F:14][C:2]([F:1])([F:13])[O:3][C:4]1[CH:5]=[C:6]([CH:7]=[CH:11][CH:12]=1)[C:25]([NH:23][C:65]1[CH:45]=[C:46]([CH:62]=[CH:63][CH:64]=1)[CH2:47][NH:48][C:49]1[C:58]2[C:53](=[C:54]([C:59]([NH2:61])=[O:60])[CH:55]=[CH:56][CH:57]=2)[N:52]=[CH:51][N:50]=1)=[O:36], predict the reactants needed to synthesize it. The reactants are: [F:1][C:2]([F:14])([F:13])[O:3][C:4]1[CH:12]=[CH:11][C:7](C(O)=O)=[CH:6][CH:5]=1.CCN=C=NCCC[N:23]([CH3:25])C.Cl.C1C=CC2N([OH:36])N=NC=2C=1.CN1CCOCC1.N[C:45]1[CH:65]=[CH:64][CH:63]=[CH:62][C:46]=1[CH2:47][NH:48][C:49]1[C:58]2[C:53](=[C:54]([C:59]([NH2:61])=[O:60])[CH:55]=[CH:56][CH:57]=2)[N:52]=[CH:51][N:50]=1. (2) Given the product [CH2:1]([O:3][C:4](=[O:14])[C:5]1[CH:10]=[C:9]([Br:11])[C:8]([CH3:12])=[C:7]([Br:15])[C:6]=1[NH2:13])[CH3:2], predict the reactants needed to synthesize it. The reactants are: [CH2:1]([O:3][C:4](=[O:14])[C:5]1[CH:10]=[C:9]([Br:11])[C:8]([CH3:12])=[CH:7][C:6]=1[NH2:13])[CH3:2].[Br:15]CC1C=C(C=CC=1S(CC)(=O)=O)C#N. (3) Given the product [CH2:3]([NH:5][C:6]1[CH:7]=[C:8]([CH:13]=[C:14]([C:16]([F:17])([F:18])[F:19])[CH:15]=1)[C:9]([OH:11])=[O:10])[CH3:2], predict the reactants needed to synthesize it. The reactants are: F[C:2](F)(F)[C:3]([NH:5][C:6]1[CH:7]=[C:8]([CH:13]=[C:14]([C:16]([F:19])([F:18])[F:17])[CH:15]=1)[C:9]([O:11]C)=[O:10])=O.C(=O)C.C([BH3-])#N.[Na+]. (4) Given the product [F:31][C:27]([F:32])([CH2:26][NH:25][CH2:23][C:18]1[CH:17]=[CH:16][C:15]2[C:20](=[CH:21][CH:22]=[C:13]([O:12][CH:3]3[CH2:2][CH2:1][C:6]4([CH2:11][CH2:10][CH2:9][CH2:8][CH2:7]4)[CH2:5][CH2:4]3)[CH:14]=2)[CH:19]=1)[C:28]([OH:30])=[O:29], predict the reactants needed to synthesize it. The reactants are: [CH2:1]1[C:6]2([CH2:11][CH2:10][CH2:9][CH2:8][CH2:7]2)[CH2:5][CH2:4][CH:3]([O:12][C:13]2[CH:14]=[C:15]3[C:20](=[CH:21][CH:22]=2)[CH:19]=[C:18]([CH:23]=O)[CH:17]=[CH:16]3)[CH2:2]1.[NH2:25][CH2:26][C:27]([F:32])([F:31])[C:28]([OH:30])=[O:29].C(O)C.C([BH3-])#N.[Na+].C(O)(=O)CC(CC(O)=O)(C(O)=O)O. (5) The reactants are: [Cl:1][C:2]1[CH:3]=[CH:4][C:5]([N:35]2[CH:39]=[C:38]([C:40]([F:43])([F:42])[F:41])[N:37]=[N:36]2)=[C:6]([C:8]2[N:9]=[CH:10][N:11]([C@@H:15]3[C:31]4[CH:32]=[C:27]([CH:28]=[CH:29][N:30]=4)[C:26]4[NH:25][N:24]=[CH:23][C:22]=4[NH:21][C:20](=[O:33])[C@H:19]([CH3:34])[CH2:18][CH2:17][CH2:16]3)[C:12](=[O:14])[CH:13]=2)[CH:7]=1.Cl[C:45]([F:50])([F:49])C([O-])=O.[Na+].C([O-])([O-])=O.[Cs+].[Cs+]. Given the product [Cl:1][C:2]1[CH:3]=[CH:4][C:5]([N:35]2[CH:39]=[C:38]([C:40]([F:41])([F:43])[F:42])[N:37]=[N:36]2)=[C:6]([C:8]2[N:9]=[CH:10][N:11]([C@@H:15]3[C:31]4[CH:32]=[C:27]([CH:28]=[CH:29][N:30]=4)[C:26]4[C:22](=[CH:23][N:24]([CH:45]([F:50])[F:49])[N:25]=4)[NH:21][C:20](=[O:33])[C@H:19]([CH3:34])[CH2:18][CH2:17][CH2:16]3)[C:12](=[O:14])[CH:13]=2)[CH:7]=1, predict the reactants needed to synthesize it. (6) Given the product [CH3:1][O:2][C:3](=[O:28])[C:4]1[CH:9]=[CH:8][C:7]([CH2:10][CH2:11][C:12](=[O:26])[C:13]2[C:14]([NH:19][C:20]3[CH:25]=[CH:24][CH:23]=[CH:22][CH:21]=3)=[N:15][CH:16]=[CH:17][CH:18]=2)=[C:6]([F:27])[CH:5]=1, predict the reactants needed to synthesize it. The reactants are: [CH3:1][O:2][C:3](=[O:28])[C:4]1[CH:9]=[CH:8][C:7](/[CH:10]=[CH:11]/[C:12](=[O:26])[C:13]2[C:14]([NH:19][C:20]3[CH:25]=[CH:24][CH:23]=[CH:22][CH:21]=3)=[N:15][CH:16]=[CH:17][CH:18]=2)=[C:6]([F:27])[CH:5]=1.[H][H]. (7) Given the product [Cl:1][C:2]1[C:3]([CH:8]2[CH2:13][CH2:12]2)=[N:4][NH:5][C:6]=1[I:7], predict the reactants needed to synthesize it. The reactants are: [Cl:1][C:2]1[C:3]([CH:8]2[CH2:13][CH2:12]OCC2)=[N:4][NH:5][C:6]=1[I:7].C1(C(=O)C)CC1. (8) Given the product [Cl:16][C:17]1[N:22]=[C:21]([N:23]2[C:27]([CH3:28])=[C:26]([C:29]([N:2]([CH3:1])[C:3]3[CH:8]=[CH:7][N:6]=[N:5][CH:4]=3)=[O:30])[CH:25]=[N:24]2)[C:20]([CH3:32])=[CH:19][CH:18]=1, predict the reactants needed to synthesize it. The reactants are: [CH3:1][NH:2][C:3]1[CH:8]=[CH:7][N:6]=[N:5][CH:4]=1.C(N(CC)CC)C.[Cl:16][C:17]1[N:22]=[C:21]([N:23]2[C:27]([CH3:28])=[C:26]([C:29](Cl)=[O:30])[CH:25]=[N:24]2)[C:20]([CH3:32])=[CH:19][CH:18]=1.C(Cl)(=O)C(Cl)=O.